This data is from Forward reaction prediction with 1.9M reactions from USPTO patents (1976-2016). The task is: Predict the product of the given reaction. (1) Given the reactants [C:1]([C:5]1[CH:6]=[C:7]([CH:11]=[CH:12][C:13]=1O)[C:8]([OH:10])=[O:9])([CH3:4])([CH3:3])[CH3:2].S([O:20][CH3:21])(OC)(=O)=O.[C:22](=O)([O-])[O-].[K+].[K+].O, predict the reaction product. The product is: [C:1]([C:5]1[CH:6]=[C:7]([CH:11]=[CH:12][C:13]=1[O:20][CH3:21])[C:8]([O:10][CH3:22])=[O:9])([CH3:4])([CH3:3])[CH3:2]. (2) Given the reactants [CH:1]1([CH2:4][N:5]2[CH2:11][CH2:10][CH2:9][N:8](C(OCC3C=CC=CC=3)=O)[CH2:7][CH2:6]2)[CH2:3][CH2:2]1, predict the reaction product. The product is: [CH:1]1([CH2:4][N:5]2[CH2:11][CH2:10][CH2:9][NH:8][CH2:7][CH2:6]2)[CH2:2][CH2:3]1. (3) The product is: [C:1]([O:5][C:6](=[O:20])[NH:7][CH:8]1[CH2:16][C:15]2[C:10](=[CH:11][CH:12]=[C:13]([NH2:17])[CH:14]=2)[CH2:9]1)([CH3:4])([CH3:2])[CH3:3]. Given the reactants [C:1]([O:5][C:6](=[O:20])[NH:7][CH:8]1[CH2:16][C:15]2[C:10](=[CH:11][CH:12]=[C:13]([N+:17]([O-])=O)[CH:14]=2)[CH2:9]1)([CH3:4])([CH3:3])[CH3:2], predict the reaction product. (4) Given the reactants [F:1][C:2]([F:32])([F:31])[C:3]([C:23]1[CH:24]=[C:25]([CH:28]=[CH:29][CH:30]=1)[C:26]#[N:27])=[N:4][CH2:5][C:6]1([C:12]2[S:13][CH:14]=[C:15]([C:17]3[CH:22]=[CH:21][CH:20]=[CH:19][CH:18]=3)[N:16]=2)[CH2:11][CH2:10][O:9][CH2:8][CH2:7]1.[BH4-].[Na+], predict the reaction product. The product is: [F:32][C:2]([F:1])([F:31])[CH:3]([C:23]1[CH:24]=[C:25]([CH:28]=[CH:29][CH:30]=1)[C:26]#[N:27])[NH:4][CH2:5][C:6]1([C:12]2[S:13][CH:14]=[C:15]([C:17]3[CH:22]=[CH:21][CH:20]=[CH:19][CH:18]=3)[N:16]=2)[CH2:11][CH2:10][O:9][CH2:8][CH2:7]1. (5) The product is: [Br:1][C:2]1[CH:3]=[C:4]([CH:25]=[CH:26][CH:27]=1)[CH2:5][N:6]1[C:14]2[C:13](=[O:15])[N:12]([CH3:16])[C:11](=[O:17])[N:10]([CH3:18])[C:9]=2[N:8]=[C:7]1[CH2:19][CH2:20][OH:21]. Given the reactants [Br:1][C:2]1[CH:3]=[C:4]([CH:25]=[CH:26][CH:27]=1)[CH2:5][N:6]1[C:14]2[C:13](=[O:15])[N:12]([CH3:16])[C:11](=[O:17])[N:10]([CH3:18])[C:9]=2[N:8]=[C:7]1[CH2:19][C:20](OCC)=[O:21].[BH4-].[Na+].CO.Cl, predict the reaction product. (6) The product is: [F:1][C@H:2]1[CH2:19][C@@:17]2([CH3:18])[C@@H:13]([CH2:14][CH2:15][C@@H:16]2[OH:20])[C@H:12]2[C@H:3]1[C:4]1[CH:5]=[CH:6][C:7]([OH:31])=[CH:8][C:9]=1[CH2:10][C@H:11]2[CH2:21][CH2:22][CH2:23][CH2:24][CH2:25][N:26]1[CH2:27][CH2:28][CH2:29][CH2:30]1. Given the reactants [F:1][C@H:2]1[CH2:19][C@@:17]2([CH3:18])[C@@H:13]([CH2:14][CH2:15][C:16]2=[O:20])[C@H:12]2[C@H:3]1[C:4]1[CH:5]=[CH:6][C:7]([OH:31])=[CH:8][C:9]=1[CH2:10][C@H:11]2[CH2:21][CH2:22][CH2:23][CH2:24][CH2:25][N:26]1[CH2:30][CH2:29][CH2:28][CH2:27]1.[BH4-].[Na+], predict the reaction product.